From a dataset of Catalyst prediction with 721,799 reactions and 888 catalyst types from USPTO. Predict which catalyst facilitates the given reaction. (1) Reactant: Cl[C:2]1[N:3]=[C:4]([N:22]2[CH2:27][CH2:26][O:25][CH2:24][CH2:23]2)[C:5]2[S:10][C:9]([CH2:11][N:12]3[CH2:17][CH2:16][N:15]([S:18]([CH3:21])(=[O:20])=[O:19])[CH2:14][CH2:13]3)=[CH:8][C:6]=2[N:7]=1.C[O:29][C:30]1[CH:35]=[CH:34][C:33](B(O)O)=[CH:32][N:31]=1.B(O)O.Br. Product: [O:25]1[CH2:26][CH2:27][N:22]([C:4]2[C:5]3[S:10][C:9]([CH2:11][N:12]4[CH2:17][CH2:16][N:15]([S:18]([CH3:21])(=[O:20])=[O:19])[CH2:14][CH2:13]4)=[CH:8][C:6]=3[N:7]=[C:2]([C:33]3[CH:34]=[CH:35][C:30]([OH:29])=[N:31][CH:32]=3)[N:3]=2)[CH2:23][CH2:24]1. The catalyst class is: 15. (2) The catalyst class is: 37. Product: [NH2:32][C:19]1[C:20]([C:21]([NH:23][C:24]2[CH:25]=[N:26][CH:27]=[CH:28][C:29]=2[O:30][CH3:31])=[O:22])=[C:16]2[N:15]=[C:10]3[CH2:9][CH2:8][N:7]([CH2:12][CH2:13][F:14])[CH2:6][C:5]3=[CH:4][N:17]2[N:18]=1. Reactant: CN([CH:4]=[C:5]1[C:10](=O)[CH2:9][CH2:8][N:7]([CH2:12][CH2:13][F:14])[CH2:6]1)C.[NH2:15][C:16]1[C:20]([C:21]([NH:23][C:24]2[CH:25]=[N:26][CH:27]=[CH:28][C:29]=2[O:30][CH3:31])=[O:22])=[C:19]([NH2:32])[NH:18][N:17]=1.C([O-])([O-])=O.[Cs+].[Cs+]. (3) Reactant: C([O:4][CH2:5][C@@H:6]1[C@@H:11]([O:12]C(=O)C)[C@H:10]([O:16]C(=O)C)[C@H:9]([O:20]C(=O)C)[C@@H:8]([C:24]2[CH:29]=[CH:28][CH:27]=[C:26]([CH2:30][C:31]3[CH:36]=[CH:35][CH:34]=[C:33]([C:37](=[O:40])[NH:38][CH3:39])[CH:32]=3)[CH:25]=2)[O:7]1)(=O)C.CO[Na]. Product: [CH3:39][NH:38][C:37](=[O:40])[C:33]1[CH:34]=[CH:35][CH:36]=[C:31]([CH2:30][C:26]2[CH:27]=[CH:28][CH:29]=[C:24]([C@@H:8]3[C@@H:9]([OH:20])[C@@H:10]([OH:16])[C@H:11]([OH:12])[C@@H:6]([CH2:5][OH:4])[O:7]3)[CH:25]=2)[CH:32]=1. The catalyst class is: 5. (4) Reactant: [NH:1]1[C:9]2[C:4](=[CH:5][C:6]([NH:10][C:11](=[O:20])[O:12][CH2:13][C:14]3[CH:19]=[CH:18][CH:17]=[CH:16][CH:15]=3)=[CH:7][CH:8]=2)[CH:3]=[CH:2]1.[CH3:21][NH:22][CH3:23].[CH2:24]=O. Product: [CH3:21][N:22]([CH2:24][C:3]1[C:4]2[C:9](=[CH:8][CH:7]=[C:6]([NH:10][C:11](=[O:20])[O:12][CH2:13][C:14]3[CH:15]=[CH:16][CH:17]=[CH:18][CH:19]=3)[CH:5]=2)[NH:1][CH:2]=1)[CH3:23]. The catalyst class is: 8. (5) Reactant: S(Cl)(Cl)=O.[NH2:5][C@H:6]([C:15]([OH:17])=[O:16])[CH2:7][C:8]1[CH:13]=[CH:12][C:11]([OH:14])=[CH:10][CH:9]=1.[O-]S([O-])(=O)=O.[Ca+2].Cl[C:25]([O:27][CH2:28][C:29]1[CH:34]=[CH:33][CH:32]=[CH:31][CH:30]=1)=[O:26].[C:35](OCC)(=O)C. Product: [CH2:28]([O:27][C:25]([NH:5][CH:6]([CH2:7][C:8]1[CH:9]=[CH:10][C:11]([OH:14])=[CH:12][CH:13]=1)[C:15]([O:17][CH3:35])=[O:16])=[O:26])[C:29]1[CH:34]=[CH:33][CH:32]=[CH:31][CH:30]=1. The catalyst class is: 5. (6) Reactant: [H-].[Al+3].[Li+].[H-].[H-].[H-].C[O:8][C:9](=O)[C:10]1[CH:15]=[CH:14][C:13]([O:16][C:17]2[CH:22]=[C:21]([C:23](=[O:30])[NH:24][C:25]3[S:26][CH:27]=[CH:28][N:29]=3)[CH:20]=[C:19]([O:31][CH:32]([CH3:34])[CH3:33])[CH:18]=2)=[N:12][CH:11]=1.C(=O)([O-])O.[Na+].C(OCC)(=O)C. The catalyst class is: 7. Product: [OH:8][CH2:9][C:10]1[CH:15]=[CH:14][C:13]([O:16][C:17]2[CH:22]=[C:21]([CH:20]=[C:19]([O:31][CH:32]([CH3:34])[CH3:33])[CH:18]=2)[C:23]([NH:24][C:25]2[S:26][CH:27]=[CH:28][N:29]=2)=[O:30])=[N:12][CH:11]=1. (7) Reactant: [CH:1]([C:4]1[C:5]([C:10]([O:12][CH2:13][CH3:14])=[O:11])=[C:6]([CH3:9])[NH:7][CH:8]=1)([CH3:3])[CH3:2].[I:15]N1C(=O)CCC1=O. Product: [I:15][C:8]1[NH:7][C:6]([CH3:9])=[C:5]([C:10]([O:12][CH2:13][CH3:14])=[O:11])[C:4]=1[CH:1]([CH3:3])[CH3:2]. The catalyst class is: 4.